From a dataset of Forward reaction prediction with 1.9M reactions from USPTO patents (1976-2016). Predict the product of the given reaction. Given the reactants [CH3:1][C:2]1[O:6][C:5]([C:7]([NH:9][C:10]([C:13]2[N:19]([CH3:20])[C:17](=[O:18])[C:16]([OH:21])=[C:15]([C:22]([NH:24][CH2:25][C:26]3[CH:27]=[CH:28][C:29]([F:32])=[CH:30][CH:31]=3)=[O:23])[N:14]=2)([CH3:12])[CH3:11])=[O:8])=[N:4][N:3]=1.[OH-].[Ba+2:34].[OH-], predict the reaction product. The product is: [CH3:1][C:2]1[O:6][C:5]([C:7]([NH:9][C:10]([C:13]2[N:19]([CH3:20])[C:17](=[O:18])[C:16]([OH:21])=[C:15]([C:22]([NH:24][CH2:25][C:26]3[CH:27]=[CH:28][C:29]([F:32])=[CH:30][CH:31]=3)=[O:23])[N:14]=2)([CH3:12])[CH3:11])=[O:8])=[N:4][N:3]=1.[Ba:34].